From a dataset of Forward reaction prediction with 1.9M reactions from USPTO patents (1976-2016). Predict the product of the given reaction. (1) The product is: [CH3:9][O:10][C:11]1[CH:16]=[CH:15][C:14]([CH3:17])=[CH:13][C:12]=1[NH:18][C:19](=[O:20])[N:2]([CH3:1])[C:3]1[CH:8]=[N:7][CH:6]=[CH:5][N:4]=1. Given the reactants [CH3:1][NH:2][C:3]1[CH:8]=[N:7][CH:6]=[CH:5][N:4]=1.[CH3:9][O:10][C:11]1[CH:16]=[CH:15][C:14]([CH3:17])=[CH:13][C:12]=1[N:18]=[C:19]=[O:20].CCOC(C)=O.CCCCCC.C(Cl)Cl.CO, predict the reaction product. (2) Given the reactants [CH2:1]([O:5][C:6]([N:8]1[CH2:13][CH2:12][N:11]([C:14](=[O:31])[CH2:15][NH:16][C:17]([C:19]2[CH:23]=[C:22]([OH:24])[N:21]([C:25]3[CH:30]=[CH:29][CH:28]=[CH:27][CH:26]=3)[N:20]=2)=[O:18])[CH2:10][CH2:9]1)=[O:7])[CH2:2][CH2:3][CH3:4].[CH2:32]([O:39][C:40](=[O:44])[C@@H:41](Br)[CH3:42])[C:33]1[CH:38]=[CH:37][CH:36]=[CH:35][CH:34]=1.C(=O)([O-])[O-].[Cs+].[Cs+], predict the reaction product. The product is: [CH2:1]([O:5][C:6]([N:8]1[CH2:9][CH2:10][N:11]([C:14](=[O:31])[CH2:15][NH:16][C:17]([C:19]2[CH:23]=[C:22]([O:24][C@@H:41]([C:40]([O:39][CH2:32][C:33]3[CH:38]=[CH:37][CH:36]=[CH:35][CH:34]=3)=[O:44])[CH3:42])[N:21]([C:25]3[CH:30]=[CH:29][CH:28]=[CH:27][CH:26]=3)[N:20]=2)=[O:18])[CH2:12][CH2:13]1)=[O:7])[CH2:2][CH2:3][CH3:4]. (3) The product is: [CH3:1][O:2][C:3]1[CH:4]=[C:5]2[C:10](=[CH:11][C:12]=1[O:13][CH3:14])[N:9]=[CH:8][CH:7]=[C:6]2[O:15][C:16]1[CH:21]=[CH:20][C:19]([O:22][CH3:23])=[CH:18][C:17]=1[C:24](=[O:27])[CH2:25][CH3:26]. Given the reactants [CH3:1][O:2][C:3]1[CH:4]=[C:5]2[C:10](=[CH:11][C:12]=1[O:13][CH3:14])[N:9]=[CH:8][CH:7]=[C:6]2[O:15][C:16]1[CH:21]=[CH:20][C:19]([O:22][CH3:23])=[CH:18][C:17]=1[CH:24]([OH:27])[CH2:25][CH3:26].C1CCN2C(=NCCC2)CC1.[Cl-].O, predict the reaction product. (4) The product is: [Cl:31][C:23]1[CH:24]=[CH:25][C:26]([N+:28]([O-:30])=[O:29])=[CH:27][C:22]=1[NH:11][C:10]1[N:6]([CH2:5][CH:4]([O:18][CH2:19][CH3:20])[O:3][CH2:1][CH3:2])[N:7]=[C:8]([C:12]2[CH:13]=[N:14][CH:15]=[CH:16][CH:17]=2)[CH:9]=1. Given the reactants [CH2:1]([O:3][CH:4]([O:18][CH2:19][CH3:20])[CH2:5][N:6]1[C:10]([NH2:11])=[CH:9][C:8]([C:12]2[CH:13]=[N:14][CH:15]=[CH:16][CH:17]=2)=[N:7]1)[CH3:2].Br[C:22]1[CH:27]=[C:26]([N+:28]([O-:30])=[O:29])[CH:25]=[CH:24][C:23]=1[Cl:31], predict the reaction product. (5) Given the reactants [CH:1]([S:4]([N:7]1[C:11]2[CH:12]=[C:13]([C:16]3[N:17]=[C:18]([C:27]4[CH:32]=[CH:31][C:30]([N+:33]([O-])=O)=[CH:29][C:28]=4[F:36])[NH:19][C:20]=3[C:21]3[CH:26]=[CH:25][CH:24]=[CH:23][CH:22]=3)[CH:14]=[CH:15][C:10]=2[N:9]=[C:8]1[NH2:37])(=[O:6])=[O:5])([CH3:3])[CH3:2].C([O-])=O.[NH4+], predict the reaction product. The product is: [CH:1]([S:4]([N:7]1[C:11]2[CH:12]=[C:13]([C:16]3[N:17]=[C:18]([C:27]4[CH:32]=[CH:31][C:30]([NH2:33])=[CH:29][C:28]=4[F:36])[NH:19][C:20]=3[C:21]3[CH:22]=[CH:23][CH:24]=[CH:25][CH:26]=3)[CH:14]=[CH:15][C:10]=2[N:9]=[C:8]1[NH2:37])(=[O:5])=[O:6])([CH3:3])[CH3:2]. (6) Given the reactants [Cl:1][C:2]1[CH:3]=[C:4]([C:10]2[CH:14]=[CH:13][N:12]([CH2:15][C@@H:16]([NH:18][C:19]([C:21]3[O:25][N:24]=[C:23]([C:26]4[N:27]=[CH:28][N:29](C(C5C=CC=CC=5)(C5C=CC=CC=5)C5C=CC=CC=5)[CH:30]=4)[N:22]=3)=[O:20])[CH3:17])[N:11]=2)[CH:5]=[CH:6][C:7]=1[C:8]#[N:9].C1COCC1.O, predict the reaction product. The product is: [Cl:1][C:2]1[CH:3]=[C:4]([C:10]2[CH:14]=[CH:13][N:12]([CH2:15][C@@H:16]([NH:18][C:19]([C:21]3[O:25][N:24]=[C:23]([C:26]4[N:27]=[CH:28][NH:29][CH:30]=4)[N:22]=3)=[O:20])[CH3:17])[N:11]=2)[CH:5]=[CH:6][C:7]=1[C:8]#[N:9].